This data is from Forward reaction prediction with 1.9M reactions from USPTO patents (1976-2016). The task is: Predict the product of the given reaction. (1) Given the reactants C([O-])([O-])=O.[Cs+].[Cs+].[CH3:7][O:8][C:9](=[O:20])[CH2:10][CH2:11][CH2:12][CH2:13][CH2:14][CH2:15][CH2:16][C:17]([OH:19])=[O:18].[C:21](=[O:29])([O:26][CH2:27][CH3:28])[O:22][CH:23](Cl)[CH3:24], predict the reaction product. The product is: [CH3:7][O:8][C:9](=[O:20])[CH2:10][CH2:11][CH2:12][CH2:13][CH2:14][CH2:15][CH2:16][C:17]([O:19][CH:23]([O:22][C:21]([O:26][CH2:27][CH3:28])=[O:29])[CH3:24])=[O:18]. (2) Given the reactants [C:1]([NH:5][C:6]([C:8]1[C:16]2[C:11](=[N:12][CH:13]=[C:14]([NH:17][C:18]3[CH:19]=[N:20][N:21]([CH3:23])[CH:22]=3)[N:15]=2)[N:10](COCC[Si](C)(C)C)[CH:9]=1)=[O:7])([CH3:4])([CH3:3])[CH3:2].FC(F)(F)C(O)=O, predict the reaction product. The product is: [C:1]([NH:5][C:6]([C:8]1[C:16]2[C:11](=[N:12][CH:13]=[C:14]([NH:17][C:18]3[CH:19]=[N:20][N:21]([CH3:23])[CH:22]=3)[N:15]=2)[NH:10][CH:9]=1)=[O:7])([CH3:4])([CH3:3])[CH3:2]. (3) Given the reactants [OH:1][C:2]1[CH:3]=[C:4]([C@@H:8]([NH:10][C:11](=[O:17])[O:12][C:13]([CH3:16])([CH3:15])[CH3:14])[CH3:9])[CH:5]=[CH:6][CH:7]=1.[CH:35]1[CH:36]=[CH:31]C(P([C:31]2[CH:36]=[CH:35][CH:34]=[CH:33]C=2)[C:35]2[CH:36]=[CH:31]C=[CH:33][CH:34]=2)=[CH:33][CH:34]=1.C1(O)CCCC1.CCOC(/N=N/C(OCC)=O)=O.N#N, predict the reaction product. The product is: [CH:33]1([O:1][C:2]2[CH:3]=[C:4]([C@@H:8]([NH:10][C:11](=[O:17])[O:12][C:13]([CH3:16])([CH3:15])[CH3:14])[CH3:9])[CH:5]=[CH:6][CH:7]=2)[CH2:34][CH2:35][CH2:36][CH2:31]1.